Dataset: Forward reaction prediction with 1.9M reactions from USPTO patents (1976-2016). Task: Predict the product of the given reaction. (1) Given the reactants [C:1]([O:5]CC(C[O:5][C:1](=[O:4])[CH:2]=[CH2:3])(C[O:5][C:1](=[O:4])[CH:2]=[CH2:3])C[O:5][C:1](=[O:4])[CH:2]=[CH2:3])(=[O:4])[CH:2]=[CH2:3].[C:26]([O:30][CH2:31][C:32](CO)(COC(=O)C=C)COC(=O)C=C)(=[O:29])C=C.COC1C=CC(O)=CC=1.C(CCN=C=O)CCC[N:60]=C=O.[N-]=C=O.C[C@@]12C(C(C([O-])=O)=C)C[C@H](C1(C)C)CC2, predict the reaction product. The product is: [C:1]([OH:5])(=[O:4])[CH:2]=[CH2:3].[NH2:60][C:26]([O:30][CH2:31][CH3:32])=[O:29]. (2) Given the reactants [CH:1]([N:4]1[CH2:9][CH2:8][CH:7]([CH2:10][OH:11])[CH2:6][CH2:5]1)([CH3:3])[CH3:2].CN1CCOCC1, predict the reaction product. The product is: [CH:1]([N:4]1[CH2:9][CH2:8][CH:7]([CH:10]=[O:11])[CH2:6][CH2:5]1)([CH3:3])[CH3:2]. (3) Given the reactants CC(C)([O-])C.[Na+].[N:7]1([C:13](=[O:15])[CH3:14])[CH2:12][CH2:11][NH:10][CH2:9][CH2:8]1.Br[C:17]1[CH:22]=[CH:21][C:20]([CH:23](OC)[O:24]C)=[C:19]([F:28])[CH:18]=1, predict the reaction product. The product is: [C:13]([N:7]1[CH2:12][CH2:11][N:10]([C:17]2[CH:22]=[CH:21][C:20]([CH:23]=[O:24])=[C:19]([F:28])[CH:18]=2)[CH2:9][CH2:8]1)(=[O:15])[CH3:14].